From a dataset of Catalyst prediction with 721,799 reactions and 888 catalyst types from USPTO. Predict which catalyst facilitates the given reaction. Reactant: [F:1][C:2]([S:5][C:6]1[CH:13]=[CH:12][C:9]([CH:10]=O)=[CH:8][CH:7]=1)([F:4])[F:3].C(O)(=O)[CH2:15][C:16]([OH:18])=[O:17].N1CCCCC1.C(=O)=O.Cl. Product: [F:1][C:2]([S:5][C:6]1[CH:13]=[CH:12][C:9]([CH:10]=[CH:15][C:16]([OH:18])=[O:17])=[CH:8][CH:7]=1)([F:4])[F:3]. The catalyst class is: 17.